This data is from HIV replication inhibition screening data with 41,000+ compounds from the AIDS Antiviral Screen. The task is: Binary Classification. Given a drug SMILES string, predict its activity (active/inactive) in a high-throughput screening assay against a specified biological target. The molecule is Nn1c(NN=C2C(=O)Nc3c(Cl)cc(Cl)cc32)n[nH]c1=S. The result is 0 (inactive).